From a dataset of Reaction yield outcomes from USPTO patents with 853,638 reactions. Predict the reaction yield, written as a fraction of the theoretical maximum amount of product (1.0 means a 100% yield; for example, 0.34 means a 34% yield). (1) The yield is 0.920. No catalyst specified. The reactants are ClC1C=C2C(=CC=1)[C@@]1(COC3C=CC(C(O)=O)=CC=3N(C[C@@H]3CC[C@H]3[C@@H](O)/C=C/CCC)C1)CCC2.C[C@@H](CC=C)[C@H](S(N)(=O)=O)CC.C[C@@H](CC=C)[C@@H](S(N)(=O)=O)CC.[Cl:61][C:62]1[CH:63]=[C:64]2[C:69](=[CH:70][CH:71]=1)[C@@:68]1([CH2:77][O:76][C:75]3[CH:78]=[CH:79][C:80]([C:82]([OH:84])=[O:83])=[CH:81][C:74]=3[N:73]([CH2:85][C@@H:86]3[CH2:89][CH2:88][C@H:87]3[C@@H:90]([OH:103])/[CH:91]=[CH:92]/[CH2:93][C@H:94]([CH3:102])[C@H:95]([S:98](=[O:101])(=[O:100])[NH2:99])[CH2:96][CH3:97])[CH2:72]1)[CH2:67][CH2:66][CH2:65]2. The product is [Cl:61][C:62]1[CH:63]=[C:64]2[C:69](=[CH:70][CH:71]=1)[C@@:68]1([CH2:77][O:76][C:75]3[CH:78]=[CH:79][C:80]([C:82]([OH:84])=[O:83])=[CH:81][C:74]=3[N:73]([CH2:85][C@@H:86]3[CH2:89][CH2:88][C@H:87]3[C@@H:90]([OH:103])/[CH:91]=[CH:92]/[CH2:93][C@H:94]([CH3:102])[C@@H:95]([S:98](=[O:100])(=[O:101])[NH2:99])[CH2:96][CH3:97])[CH2:72]1)[CH2:67][CH2:66][CH2:65]2. (2) The reactants are [Br:1][C:2]1[C:3](=[O:29])[N:4]([C:20]2[CH:21]=[C:22]([CH:26]=[CH:27][CH:28]=2)[C:23]([NH2:25])=[O:24])[C:5]([CH2:18][OH:19])=[CH:6][C:7]=1[O:8][CH2:9][C:10]1[CH:15]=[CH:14][C:13]([F:16])=[CH:12][C:11]=1[F:17].[C:30](OC(=O)C)(=[O:32])[CH3:31]. The catalyst is N1C=CC=CC=1.O. The yield is 0.770. The product is [C:30]([O:19][CH2:18][C:5]1[N:4]([C:20]2[CH:28]=[CH:27][CH:26]=[C:22]([C:23]([NH2:25])=[O:24])[CH:21]=2)[C:3](=[O:29])[C:2]([Br:1])=[C:7]([O:8][CH2:9][C:10]2[CH:15]=[CH:14][C:13]([F:16])=[CH:12][C:11]=2[F:17])[CH:6]=1)(=[O:32])[CH3:31]. (3) The reactants are Cl[C:2]1[C:7]([C:8]([NH2:10])=[O:9])=[CH:6][N:5]=[C:4](Cl)[CH:3]=1.[O:12]([C:19]1[CH:24]=[CH:23][C:22]([OH:25])=[CH:21][CH:20]=1)[C:13]1[CH:18]=[CH:17][CH:16]=[CH:15][CH:14]=1.C(O[C:31](=[O:38])[NH:32][C@H:33]1[CH2:37][CH2:36][NH:35][CH2:34]1)(C)(C)C.[C:39](O)(=O)[CH:40]=C. No catalyst specified. The product is [C:31]([NH:32][C@H:33]1[CH2:37][CH2:36][N:35]([C:4]2[CH:3]=[C:2]([O:25][C:22]3[CH:21]=[CH:20][C:19]([O:12][C:13]4[CH:18]=[CH:17][CH:16]=[CH:15][CH:14]=4)=[CH:24][CH:23]=3)[C:7]([C:8]([NH2:10])=[O:9])=[CH:6][N:5]=2)[CH2:34]1)(=[O:38])[CH:39]=[CH2:40]. The yield is 0.380. (4) The reactants are [NH:1]1[C:5]2[CH:6]=[CH:7][C:8]([C:10]([OH:12])=O)=[CH:9][C:4]=2[N:3]=[CH:2]1.[NH:13]1[CH2:18][CH2:17][CH2:16][C@@H:15]2[C:19]3[CH:20]=[CH:21][C:22]([NH:26][S:27]([CH3:30])(=[O:29])=[O:28])=[CH:23][C:24]=3[CH2:25][C@H:14]12. No catalyst specified. The product is [NH:1]1[C:5]2[CH:6]=[CH:7][C:8]([C:10]([N:13]3[CH2:18][CH2:17][CH2:16][C@@H:15]4[C:19]5[CH:20]=[CH:21][C:22]([NH:26][S:27]([CH3:30])(=[O:29])=[O:28])=[CH:23][C:24]=5[CH2:25][C@H:14]34)=[O:12])=[CH:9][C:4]=2[N:3]=[CH:2]1. The yield is 0.0700. (5) The reactants are [CH:1]1[C:11]2[CH2:10][CH2:9][C:8]3[CH:12]=[CH:13][CH:14]=[CH:15][C:7]=3[C:6](=[CH:16][C:17]3[CH:18]=[C:19]([NH2:23])[CH:20]=[CH:21][CH:22]=3)[C:5]=2[CH:4]=[CH:3][CH:2]=1.[CH3:24][S:25](Cl)(=[O:27])=[O:26]. The catalyst is N1C=CC=CC=1. The product is [CH:1]1[C:11]2[CH2:10][CH2:9][C:8]3[CH:12]=[CH:13][CH:14]=[CH:15][C:7]=3[C:6](=[CH:16][C:17]3[CH:18]=[C:19]([NH:23][S:25]([CH3:24])(=[O:27])=[O:26])[CH:20]=[CH:21][CH:22]=3)[C:5]=2[CH:4]=[CH:3][CH:2]=1. The yield is 0.700.